Regression. Given two drug SMILES strings and cell line genomic features, predict the synergy score measuring deviation from expected non-interaction effect. From a dataset of NCI-60 drug combinations with 297,098 pairs across 59 cell lines. Drug 1: CC1=C(C=C(C=C1)NC2=NC=CC(=N2)N(C)C3=CC4=NN(C(=C4C=C3)C)C)S(=O)(=O)N.Cl. Drug 2: CCN(CC)CCCC(C)NC1=C2C=C(C=CC2=NC3=C1C=CC(=C3)Cl)OC. Cell line: NCI-H522. Synergy scores: CSS=8.76, Synergy_ZIP=-3.67, Synergy_Bliss=-1.28, Synergy_Loewe=-11.9, Synergy_HSA=-1.92.